From a dataset of Full USPTO retrosynthesis dataset with 1.9M reactions from patents (1976-2016). Predict the reactants needed to synthesize the given product. (1) Given the product [CH2:4]([S:11]([C:12]1[S:13][C:14]2[CH:20]=[C:19]([F:21])[C:18]([N:22]3[C:26](=[O:27])[N:25]([CH3:28])[C:24]([CH3:29])=[N:23]3)=[CH:17][C:15]=2[N:16]=1)=[O:35])[C:5]1[CH:10]=[CH:9][CH:8]=[CH:7][CH:6]=1, predict the reactants needed to synthesize it. The reactants are: ClCCl.[CH2:4]([S:11][C:12]1[S:13][C:14]2[CH:20]=[C:19]([F:21])[C:18]([N:22]3[C:26](=[O:27])[N:25]([CH3:28])[C:24]([CH3:29])=[N:23]3)=[CH:17][C:15]=2[N:16]=1)[C:5]1[CH:10]=[CH:9][CH:8]=[CH:7][CH:6]=1.ClC1C=C(C=CC=1)C(OO)=[O:35]. (2) Given the product [C:1]1([C:7]2[CH:8]=[CH:9][C:10]([C:19](=[N:22][OH:23])[CH3:20])=[N:11][C:12]=2[C:13]2[CH:18]=[CH:17][CH:16]=[CH:15][CH:14]=2)[CH:6]=[CH:5][CH:4]=[CH:3][CH:2]=1, predict the reactants needed to synthesize it. The reactants are: [C:1]1([C:7]2[CH:8]=[CH:9][C:10]([C:19](=O)[CH3:20])=[N:11][C:12]=2[C:13]2[CH:18]=[CH:17][CH:16]=[CH:15][CH:14]=2)[CH:6]=[CH:5][CH:4]=[CH:3][CH:2]=1.[NH2:22][OH:23].Cl.N1C=CC=CC=1. (3) Given the product [Cl:1][C:2]1[CH:7]=[CH:6][N:5]=[C:4]2[CH:8]=[C:9]([C:31]3[N:30]=[CH:29][C:28]([CH2:27][N:22]([CH2:23][CH2:24][O:25][CH3:26])[C:21](=[O:35])[O:20][C:16]([CH3:17])([CH3:18])[CH3:19])=[CH:33][CH:32]=3)[S:10][C:3]=12, predict the reactants needed to synthesize it. The reactants are: [Cl:1][C:2]1[CH:7]=[CH:6][N:5]=[C:4]2[CH:8]=[CH:9][S:10][C:3]=12.C([Li])CCC.[C:16]([O:20][C:21](=[O:35])[N:22]([CH2:27][C:28]1[CH:29]=[N:30][C:31](Br)=[CH:32][CH:33]=1)[CH2:23][CH2:24][O:25][CH3:26])([CH3:19])([CH3:18])[CH3:17]. (4) Given the product [N:12]1[C:11]2[NH:15][CH:16]=[CH:17][C:10]=2[C:9]([N:7]2[CH2:6][CH2:5][N:4]([S:26]([NH:29][C:30](=[O:36])[O:31][C:32]([CH3:34])([CH3:33])[CH3:35])(=[O:27])=[O:28])[C:3]3([CH2:1][CH2:2]3)[CH2:8]2)=[N:14][CH:13]=1, predict the reactants needed to synthesize it. The reactants are: [CH2:1]1[C:3]2([CH2:8][N:7]([C:9]3[C:10]4[CH:17]=[CH:16][NH:15][C:11]=4[N:12]=[CH:13][N:14]=3)[CH2:6][CH2:5][NH:4]2)[CH2:2]1.C(N(CC)CC)C.Cl[S:26]([NH:29][C:30](=[O:36])[O:31][C:32]([CH3:35])([CH3:34])[CH3:33])(=[O:28])=[O:27]. (5) Given the product [Cl:1][C:2]1[CH:27]=[CH:26][C:5]([CH2:6][N:7]2[C:15]3[C:10](=[CH:11][C:12]([CH:16]=[C:17]4[S:21][C:20]([N:36]([CH2:35][CH2:34][N:33]([CH3:38])[CH3:32])[CH3:37])=[N:19][C:18]4=[O:25])=[CH:13][CH:14]=3)[CH:9]=[N:8]2)=[C:4]([C:28]([F:31])([F:30])[F:29])[CH:3]=1, predict the reactants needed to synthesize it. The reactants are: [Cl:1][C:2]1[CH:27]=[CH:26][C:5]([CH2:6][N:7]2[C:15]3[C:10](=[CH:11][C:12]([CH:16]=[C:17]4[S:21][CH:20](SCC)[NH:19][C:18]4=[O:25])=[CH:13][CH:14]=3)[CH:9]=[N:8]2)=[C:4]([C:28]([F:31])([F:30])[F:29])[CH:3]=1.[CH3:32][N:33]([CH3:38])[CH2:34][CH2:35][NH:36][CH3:37]. (6) The reactants are: [F:1][CH:2]([F:14])[O:3][C:4]1[CH:9]=[CH:8][C:7]([OH:10])=[C:6]([N+:11]([O-])=O)[CH:5]=1.O1CCOCC1.[H][H]. Given the product [F:1][CH:2]([F:14])[O:3][C:4]1[CH:9]=[CH:8][C:7]([OH:10])=[C:6]([NH2:11])[CH:5]=1, predict the reactants needed to synthesize it.